This data is from Full USPTO retrosynthesis dataset with 1.9M reactions from patents (1976-2016). The task is: Predict the reactants needed to synthesize the given product. (1) Given the product [CH2:1]([O:3][C:4](=[O:10])[CH:5]([CH3:9])[C:6]([NH:15][CH2:14][CH2:13][C:12]([F:20])([F:11])[C:16]([F:19])([F:18])[F:17])=[O:8])[CH3:2], predict the reactants needed to synthesize it. The reactants are: [CH2:1]([O:3][C:4](=[O:10])[CH:5]([CH3:9])[C:6]([OH:8])=O)[CH3:2].[F:11][C:12]([F:20])([C:16]([F:19])([F:18])[F:17])[CH2:13][CH2:14][NH2:15]. (2) Given the product [C:16]1([C:22]2[N:26]=[C:25]([N:27]3[CH2:32][CH2:31][N:30]([C:8]([NH:7][C:4]4[CH:5]=[CH:6][N:1]=[CH:2][N:3]=4)=[O:15])[CH2:29][CH2:28]3)[S:24][N:23]=2)[CH:17]=[CH:18][CH:19]=[CH:20][CH:21]=1, predict the reactants needed to synthesize it. The reactants are: [N:1]1[CH:6]=[CH:5][C:4]([NH:7][C:8](=[O:15])OCC(Cl)(Cl)Cl)=[N:3][CH:2]=1.[C:16]1([C:22]2[N:26]=[C:25]([N:27]3[CH2:32][CH2:31][NH:30][CH2:29][CH2:28]3)[S:24][N:23]=2)[CH:21]=[CH:20][CH:19]=[CH:18][CH:17]=1.C(N(C(C)C)CC)(C)C.CS(C)=O. (3) The reactants are: C([O:5][C:6]([C:8]1[CH:13]=[CH:12][C:11]([C:14]2[C:15]([CH3:48])([CH3:47])[C@H:16]3[C@:29]([CH3:32])([CH2:30][CH:31]=2)[C@@H:28]2[C@:19]([CH3:46])([C@@:20]4([CH3:45])[C@H:25]([CH2:26][CH2:27]2)[C@H:24]2[C@H:33]([C:36]([CH2:38][N:39]([CH3:41])[CH3:40])=[CH2:37])[CH2:34][CH2:35][C@:23]2([C:42]([OH:44])=[O:43])[CH2:22][CH2:21]4)[CH2:18][CH2:17]3)=[CH:10][CH:9]=1)=[O:7])(C)(C)C.C(O)(C(F)(F)F)=O. Given the product [C:6]([C:8]1[CH:9]=[CH:10][C:11]([C:14]2[C:15]([CH3:48])([CH3:47])[C@H:16]3[C@:29]([CH3:32])([CH2:30][CH:31]=2)[C@@H:28]2[C@:19]([CH3:46])([C@@:20]4([CH3:45])[C@H:25]([CH2:26][CH2:27]2)[C@H:24]2[C@H:33]([C:36]([CH2:38][N:39]([CH3:41])[CH3:40])=[CH2:37])[CH2:34][CH2:35][C@:23]2([C:42]([OH:44])=[O:43])[CH2:22][CH2:21]4)[CH2:18][CH2:17]3)=[CH:12][CH:13]=1)([OH:7])=[O:5], predict the reactants needed to synthesize it. (4) Given the product [CH3:47][O:46][N:45]([CH3:44])[C:2]1[C:11]([CH2:12][C:13]2[CH:18]=[CH:17][C:16]([N:19]3[CH:23]=[CH:22][CH:21]=[N:20]3)=[CH:15][CH:14]=2)=[C:10]([N:49]([O:55][CH3:54])[CH3:52])[C:9]2[C:4](=[CH:5][CH:6]=[C:7]([C:25]([C:37]3[N:41]([CH3:42])[CH:40]=[N:39][CH:38]=3)([C:27]3[CH:28]=[N:29][C:30]([C:33]([F:35])([F:36])[F:34])=[CH:31][CH:32]=3)[OH:26])[CH:8]=2)[N:3]=1, predict the reactants needed to synthesize it. The reactants are: Cl[C:2]1[C:11]([CH2:12][C:13]2[CH:18]=[CH:17][C:16]([N:19]3[CH:23]=[CH:22][CH:21]=[N:20]3)=[CH:15][CH:14]=2)=[C:10](Cl)[C:9]2[C:4](=[CH:5][CH:6]=[C:7]([C:25]([C:37]3[N:41]([CH3:42])[CH:40]=[N:39][CH:38]=3)([C:27]3[CH:28]=[N:29][C:30]([C:33]([F:36])([F:35])[F:34])=[CH:31][CH:32]=3)[OH:26])[CH:8]=2)[N:3]=1.Cl.[CH3:44][NH:45][O:46][CH3:47].C[N:49]([CH3:52])C=O.C[CH2:54][O:55]C(C)=O.